From a dataset of Forward reaction prediction with 1.9M reactions from USPTO patents (1976-2016). Predict the product of the given reaction. (1) Given the reactants [Si]([O:8][CH2:9][CH2:10][N:11]([CH2:42][CH:43]1[CH2:45][CH2:44]1)[C:12]([C:14]1[C:19]([O:20][CH2:21][C:22]2[CH:27]=[CH:26][CH:25]=[CH:24][CH:23]=2)=[C:18]([OH:28])[N:17]=[C:16]([CH2:29][C:30]2([C:35]3[CH:40]=[CH:39][C:38]([Cl:41])=[CH:37][CH:36]=3)[CH2:34][CH2:33][CH2:32][CH2:31]2)[N:15]=1)=[O:13])(C(C)(C)C)(C)C.Cl.C(OCC)(=O)C, predict the reaction product. The product is: [CH:43]1([CH2:42][N:11]([CH2:10][CH2:9][OH:8])[C:12]([C:14]2[C:19]([O:20][CH2:21][C:22]3[CH:27]=[CH:26][CH:25]=[CH:24][CH:23]=3)=[C:18]([OH:28])[N:17]=[C:16]([CH2:29][C:30]3([C:35]4[CH:40]=[CH:39][C:38]([Cl:41])=[CH:37][CH:36]=4)[CH2:34][CH2:33][CH2:32][CH2:31]3)[N:15]=2)=[O:13])[CH2:45][CH2:44]1. (2) Given the reactants [C:1]([O:5][C:6](=[O:42])[NH:7][C:8]1([C:14]2[CH:19]=[CH:18][C:17]([C:20]3[C:25]([C:26]4[CH:31]=[CH:30][CH:29]=[CH:28][CH:27]=4)=[CH:24][N:23]4[N:32]=[C:33]([C:36]5[CH:41]=[CH:40][CH:39]=[CH:38][CH:37]=5)[C:34](Br)=[C:22]4[N:21]=3)=[CH:16][CH:15]=2)[CH2:11][C:10]([OH:13])([CH3:12])[CH2:9]1)([CH3:4])([CH3:3])[CH3:2].[CH3:43]B(O)O, predict the reaction product. The product is: [C:1]([O:5][C:6](=[O:42])[NH:7][C:8]1([C:14]2[CH:19]=[CH:18][C:17]([C:20]3[C:25]([C:26]4[CH:31]=[CH:30][CH:29]=[CH:28][CH:27]=4)=[CH:24][N:23]4[N:32]=[C:33]([C:36]5[CH:41]=[CH:40][CH:39]=[CH:38][CH:37]=5)[C:34]([CH3:43])=[C:22]4[N:21]=3)=[CH:16][CH:15]=2)[CH2:11][C:10]([OH:13])([CH3:12])[CH2:9]1)([CH3:4])([CH3:3])[CH3:2]. (3) The product is: [C:29]1([CH:25]([C:19]2[CH:20]=[CH:21][CH:22]=[CH:23][CH:24]=2)[C:6]([N:8]2[CH2:12][C:11](=[N:13][O:14][CH3:15])[CH2:10][C@H:9]2[C:16]([NH:50][C:46]2[CH:47]=[CH:48][C:49]3[N:37]([CH2:35][CH3:36])[C:38]4[C:43]([C:44]=3[CH:45]=2)=[CH:42][CH:41]=[CH:40][CH:39]=4)=[O:18])=[O:7])[CH:30]=[CH:31][CH:32]=[CH:33][CH:34]=1. Given the reactants C(O[C:6]([N:8]1[CH2:12][C:11](=[N:13][O:14][CH3:15])[CH2:10][C@H:9]1[C:16]([OH:18])=O)=[O:7])(C)(C)C.[C:19]1([CH:25]([C:29]2[CH:34]=[CH:33][CH:32]=[CH:31][CH:30]=2)C(Cl)=O)[CH:24]=[CH:23][CH:22]=[CH:21][CH:20]=1.[CH2:35]([N:37]1[C:49]2[CH:48]=[CH:47][C:46]([NH2:50])=[CH:45][C:44]=2[C:43]2[C:38]1=[CH:39][CH:40]=[CH:41][CH:42]=2)[CH3:36], predict the reaction product.